This data is from Full USPTO retrosynthesis dataset with 1.9M reactions from patents (1976-2016). The task is: Predict the reactants needed to synthesize the given product. (1) Given the product [Cl:1][C:2]1[C:10]2[CH:9]([CH2:11][C:12]([OH:14])=[O:13])[O:8][B:7]([OH:15])[C:6]=2[CH:5]=[C:4]([O:16][C:20]([O:22][CH2:23][CH3:24])=[O:21])[CH:3]=1, predict the reactants needed to synthesize it. The reactants are: [Cl:1][C:2]1[C:10]2[CH:9]([CH2:11][C:12]([OH:14])=[O:13])[O:8][B:7]([OH:15])[C:6]=2[CH:5]=[C:4]([OH:16])[CH:3]=1.[OH-].[Na+].Cl[C:20]([O:22][CH2:23][CH3:24])=[O:21].Cl. (2) Given the product [I-:121].[OH:2][CH2:3][CH2:4][N+:5]1([CH3:23])[CH2:11][CH2:10][CH2:9][N:8]([C:12](=[O:22])[NH:13][C:14]2[CH:15]=[C:16]([Cl:21])[CH:17]=[C:18]([Cl:20])[CH:19]=2)[CH2:7][CH2:6]1, predict the reactants needed to synthesize it. The reactants are: [Cl-].[OH:2][CH2:3][CH2:4][N+:5]1([CH3:23])[CH2:11][CH2:10][CH2:9][N:8]([C:12](=[O:22])[NH:13][C:14]2[CH:19]=[C:18]([Cl:20])[CH:17]=[C:16]([Cl:21])[CH:15]=2)[CH2:7][CH2:6]1.[Br-].OCC[N+]1(C)CCCN(C(=O)NC2C=C(Cl)C=C(Cl)C=2)CC1.[Br-].C([N+]1(C)CCCN(C(=O)NC2C=C(Cl)C=C(Cl)C=2)CC1)CC.[Br-].C1(C[N+]2(C)CCCN(C(=O)NC3C=C(Cl)C=C(Cl)C=3)CC2)CC1.[Br-].C([N+]1(C)CCCN(C(=O)NC2C=C(Cl)C=C(Cl)C=2)CC1)C1C=CC=CC=1.[I-:121].C[N+]1(C)CCCN(C(=O)NC2C=CC=C(Cl)C=2)CC1.[I-].C([N+]1(C)CCCN(C(=O)NC2C=CC=C(Cl)C=2)CC1)C=C.[I-].OCC[N+]1(C)CCN(C(=O)NC2C=CC=C(Cl)C=2)CC1. (3) Given the product [CH2:1]([C:5]1[CH:6]=[C:7]2[C:13]([C:14]3[CH:15]=[N:16][N:17]([CH3:19])[CH:18]=3)=[CH:12][NH:11][C:8]2=[N:9][CH:10]=1)[CH:2]([CH3:4])[CH3:3], predict the reactants needed to synthesize it. The reactants are: [CH2:1]([C:5]1[CH:6]=[C:7]2[C:13]([C:14]3[CH:15]=[N:16][N:17]([CH3:19])[CH:18]=3)=[CH:12][N:11](S(C3C=CC=CC=3)(=O)=O)[C:8]2=[N:9][CH:10]=1)[CH:2]([CH3:4])[CH3:3].[OH-].[Na+]. (4) Given the product [Br:1][C:2]1[N:3]=[C:4]([CH2:21][CH3:22])[C:5]([NH:10][CH:11]2[C:19]3[C:14](=[CH:15][C:16]([O:43][CH3:39])=[CH:17][CH:18]=3)[CH2:13][CH2:12]2)=[N:6][C:7]=1[CH2:8][CH3:9], predict the reactants needed to synthesize it. The reactants are: [Br:1][C:2]1[N:3]=[C:4]([CH2:21][CH3:22])[C:5]([NH:10][C@@H:11]2[C:19]3[C:14](=[CH:15][CH:16]=[CH:17][CH:18]=3)[CH2:13][C@@H:12]2O)=[N:6][C:7]=1[CH2:8][CH3:9].C(C1C(NC2C3C(=C[C:39]([O:43]C)=CC=3)CC2)=NC(CC)=CN=1)C. (5) Given the product [CH3:1][N:2]1[CH2:7][CH2:6][CH:5]([CH2:8][N:9]2[CH2:14][CH2:13][N:12]([CH2:16][C:17]#[N:18])[CH2:11][CH2:10]2)[CH2:4][CH2:3]1, predict the reactants needed to synthesize it. The reactants are: [CH3:1][N:2]1[CH2:7][CH2:6][CH:5]([CH2:8][N:9]2[CH2:14][CH2:13][NH:12][CH2:11][CH2:10]2)[CH2:4][CH2:3]1.Br[CH2:16][C:17]#[N:18]. (6) Given the product [CH2:25]([N:27]([CH2:12][C:9]1[C:10](=[O:11])[N:5]([CH2:1][CH:2]([CH3:4])[CH3:3])[N:6]=[C:7]([C:18]2[CH:23]=[CH:22][C:21]([CH3:24])=[CH:20][CH:19]=2)[CH:8]=1)[CH2:28][CH3:29])[CH3:26], predict the reactants needed to synthesize it. The reactants are: [CH2:1]([N:5]1[C:10](=[O:11])[C:9]([CH2:12]OS(C)(=O)=O)=[CH:8][C:7]([C:18]2[CH:23]=[CH:22][C:21]([CH3:24])=[CH:20][CH:19]=2)=[N:6]1)[CH:2]([CH3:4])[CH3:3].[CH2:25]([NH:27][CH2:28][CH3:29])[CH3:26]. (7) Given the product [CH3:45][O:46][C:47]1[C:52]([O:53][CH3:54])=[CH:51][C:50]([CH2:55][C:56]([OH:58])=[O:57])=[C:49]([CH2:59][NH:60][C:61](=[O:62])[CH2:63][C:28]2[CH:29]=[CH:30][CH:31]=[CH:32][CH:33]=2)[CH:48]=1, predict the reactants needed to synthesize it. The reactants are: C12CC3CC(CC(C3)C1)C2.C(N(CC)CC)C.F[P-](F)(F)(F)(F)F.N1(O[P+](N(C)C)(N(C)C)N(C)C)[C:29]2[CH:30]=[CH:31][CH:32]=[CH:33][C:28]=2N=N1.[CH3:45][O:46][C:47]1[C:52]([O:53][CH3:54])=[CH:51][C:50]([CH2:55][C:56]([OH:58])=[O:57])=[C:49]([CH2:59][N:60](C2C=CC=CC=2)[C:61]([CH3:63])=[O:62])[CH:48]=1.